Dataset: Catalyst prediction with 721,799 reactions and 888 catalyst types from USPTO. Task: Predict which catalyst facilitates the given reaction. (1) Reactant: [C:1]([N:3]1[CH2:8][CH2:7][O:6][CH2:5][CH2:4]1)#[N:2].[C:9](O)(=[O:12])[CH2:10][SH:11]. Product: [N:3]1([C:1]2[S:11][CH2:10][C:9](=[O:12])[N:2]=2)[CH2:8][CH2:7][O:6][CH2:5][CH2:4]1. The catalyst class is: 17. (2) Reactant: Br[C:2]1[CH:3]=[C:4]2[N:10]([CH:11]([C:13]3[CH:18]=[CH:17][CH:16]=[CH:15][CH:14]=3)[CH3:12])[C:9](=[O:19])[N:8](C(OC(C)(C)C)=O)[C:5]2=[N:6][CH:7]=1.Br[C:28]1[CH:29]=[C:30]2NC(=O)N(C(OCCCC)=O)[C:31]2=[N:32][CH:33]=1.[C:45]1(C(O)C)[CH:50]=CC=[CH:47][CH:46]=1.C1(P(C2C=CC=CC=2)C2C=CC=CC=2)C=CC=CC=1.N(C(OC(C)C)=O)=NC(OC(C)C)=O. Product: [C:13]1([CH:11]([N:10]2[C:4]3[C:5](=[N:6][CH:7]=[C:2]([C:47]4[CH:46]=[CH:45][CH:50]=[C:31]5[C:30]=4[CH:29]=[CH:28][CH:33]=[N:32]5)[CH:3]=3)[NH:8][C:9]2=[O:19])[CH3:12])[CH:14]=[CH:15][CH:16]=[CH:17][CH:18]=1. The catalyst class is: 7.